This data is from Reaction yield outcomes from USPTO patents with 853,638 reactions. The task is: Predict the reaction yield, written as a fraction of the theoretical maximum amount of product (1.0 means a 100% yield; for example, 0.34 means a 34% yield). The reactants are [C:1]([C:5]1[CH:23]=[CH:22][C:8]([C:9]([NH:11][C:12]2[N:13]=[C:14]3[CH:19]=[CH:18][C:17](Cl)=[N:16][N:15]3[CH:21]=2)=[O:10])=[CH:7][CH:6]=1)([CH3:4])([CH3:3])[CH3:2].[O:24]1[CH:28]=[CH:27][C:26](B(O)O)=[CH:25]1. No catalyst specified. The product is [CH:9]([OH:10])=[O:24].[C:1]([C:5]1[CH:23]=[CH:22][C:8]([C:9]([NH:11][C:12]2[N:13]=[C:14]3[CH:19]=[CH:18][C:17]([C:26]4[CH:27]=[CH:28][O:24][CH:25]=4)=[N:16][N:15]3[CH:21]=2)=[O:10])=[CH:7][CH:6]=1)([CH3:4])([CH3:3])[CH3:2]. The yield is 0.0250.